Predict the product of the given reaction. From a dataset of Forward reaction prediction with 1.9M reactions from USPTO patents (1976-2016). (1) The product is: [CH2:1]([O:3][C:4](=[O:18])[CH:5]([O:15][CH2:16][CH3:17])[CH2:6][C:7]1[CH:12]=[CH:11][C:10]([O:13][CH2:20][C:21]2[N:22]=[C:23]([C:26]3[CH:31]=[CH:30][C:29]([CH:32]([CH3:34])[CH3:33])=[CH:28][CH:27]=3)[S:24][CH:25]=2)=[C:9]([CH3:14])[CH:8]=1)[CH3:2]. Given the reactants [CH2:1]([O:3][C:4](=[O:18])[CH:5]([O:15][CH2:16][CH3:17])[CH2:6][C:7]1[CH:12]=[CH:11][C:10]([OH:13])=[C:9]([CH3:14])[CH:8]=1)[CH3:2].Cl[CH2:20][C:21]1[N:22]=[C:23]([C:26]2[CH:31]=[CH:30][C:29]([CH:32]([CH3:34])[CH3:33])=[CH:28][CH:27]=2)[S:24][CH:25]=1.C(C1C=CC(C(N)=S)=CC=1)(C)C.ClCC(CCl)=O.C(=O)([O-])[O-].[Cs+].[Cs+], predict the reaction product. (2) Given the reactants [CH:1]1([NH:4][C:5]2[C:10]([C:11]([NH2:13])=[O:12])=[CH:9][N:8]=[C:7]([NH:14][C:15]3[CH:20]=[CH:19][C:18]([CH:21]4[CH2:26][CH2:25][NH:24][CH2:23][CH2:22]4)=[CH:17][CH:16]=3)[N:6]=2)[CH2:3][CH2:2]1.C(N(C(C)C)CC)(C)C.[CH2:36]([S:38](Cl)(=[O:40])=[O:39])[CH3:37], predict the reaction product. The product is: [CH:1]1([NH:4][C:5]2[C:10]([C:11]([NH2:13])=[O:12])=[CH:9][N:8]=[C:7]([NH:14][C:15]3[CH:20]=[CH:19][C:18]([CH:21]4[CH2:26][CH2:25][N:24]([S:38]([CH2:36][CH3:37])(=[O:40])=[O:39])[CH2:23][CH2:22]4)=[CH:17][CH:16]=3)[N:6]=2)[CH2:3][CH2:2]1.